Dataset: Peptide-MHC class I binding affinity with 185,985 pairs from IEDB/IMGT. Task: Regression. Given a peptide amino acid sequence and an MHC pseudo amino acid sequence, predict their binding affinity value. This is MHC class I binding data. (1) The peptide sequence is ITMYVAFEQ. The MHC is HLA-A24:03 with pseudo-sequence HLA-A24:03. The binding affinity (normalized) is 0.0847. (2) The peptide sequence is RIQENHGFI. The MHC is HLA-B15:17 with pseudo-sequence HLA-B15:17. The binding affinity (normalized) is 0.0847. (3) The peptide sequence is NLDISSVQL. The MHC is HLA-A68:02 with pseudo-sequence HLA-A68:02. The binding affinity (normalized) is 0.136. (4) The peptide sequence is GVFELSDEK. The MHC is HLA-B58:01 with pseudo-sequence HLA-B58:01. The binding affinity (normalized) is 0.0847. (5) The peptide sequence is FKRKGGIGGY. The MHC is HLA-B15:03 with pseudo-sequence HLA-B15:03. The binding affinity (normalized) is 0.458. (6) The peptide sequence is KTTLFHTFK. The MHC is HLA-A26:01 with pseudo-sequence HLA-A26:01. The binding affinity (normalized) is 0.0847. (7) The peptide sequence is YRFRKSSKK. The MHC is HLA-B39:01 with pseudo-sequence HLA-B39:01. The binding affinity (normalized) is 0.0847. (8) The peptide sequence is RPTHKPVTL. The MHC is HLA-A24:03 with pseudo-sequence HLA-A24:03. The binding affinity (normalized) is 0.213.